From a dataset of NCI-60 drug combinations with 297,098 pairs across 59 cell lines. Regression. Given two drug SMILES strings and cell line genomic features, predict the synergy score measuring deviation from expected non-interaction effect. (1) Drug 1: CC1C(C(CC(O1)OC2CC(CC3=C2C(=C4C(=C3O)C(=O)C5=C(C4=O)C(=CC=C5)OC)O)(C(=O)CO)O)N)O.Cl. Drug 2: C(CCl)NC(=O)N(CCCl)N=O. Cell line: A498. Synergy scores: CSS=25.6, Synergy_ZIP=-5.89, Synergy_Bliss=-0.679, Synergy_Loewe=-57.4, Synergy_HSA=-0.342. (2) Drug 1: COC1=CC(=CC(=C1O)OC)C2C3C(COC3=O)C(C4=CC5=C(C=C24)OCO5)OC6C(C(C7C(O6)COC(O7)C8=CC=CS8)O)O. Drug 2: C1CN(P(=O)(OC1)NCCCl)CCCl. Cell line: RPMI-8226. Synergy scores: CSS=61.0, Synergy_ZIP=0.806, Synergy_Bliss=-4.43, Synergy_Loewe=-52.7, Synergy_HSA=-3.66. (3) Synergy scores: CSS=33.3, Synergy_ZIP=-0.677, Synergy_Bliss=-2.58, Synergy_Loewe=-29.3, Synergy_HSA=-2.34. Drug 1: CC(C)CN1C=NC2=C1C3=CC=CC=C3N=C2N. Cell line: RPMI-8226. Drug 2: CC1C(C(CC(O1)OC2CC(CC3=C2C(=C4C(=C3O)C(=O)C5=CC=CC=C5C4=O)O)(C(=O)C)O)N)O.